Dataset: NCI-60 drug combinations with 297,098 pairs across 59 cell lines. Task: Regression. Given two drug SMILES strings and cell line genomic features, predict the synergy score measuring deviation from expected non-interaction effect. (1) Drug 1: CC(C1=C(C=CC(=C1Cl)F)Cl)OC2=C(N=CC(=C2)C3=CN(N=C3)C4CCNCC4)N. Drug 2: COC1=NC(=NC2=C1N=CN2C3C(C(C(O3)CO)O)O)N. Cell line: OVCAR-5. Synergy scores: CSS=10.9, Synergy_ZIP=-1.27, Synergy_Bliss=1.51, Synergy_Loewe=-1.96, Synergy_HSA=0.155. (2) Drug 1: CC1C(C(CC(O1)OC2CC(CC3=C2C(=C4C(=C3O)C(=O)C5=C(C4=O)C(=CC=C5)OC)O)(C(=O)CO)O)N)O.Cl. Drug 2: C1CCC(CC1)NC(=O)N(CCCl)N=O. Cell line: NCI-H322M. Synergy scores: CSS=-5.68, Synergy_ZIP=2.77, Synergy_Bliss=1.62, Synergy_Loewe=-4.09, Synergy_HSA=-3.42. (3) Drug 1: C1=NC(=NC(=O)N1C2C(C(C(O2)CO)O)O)N. Drug 2: CC(C)(C#N)C1=CC(=CC(=C1)CN2C=NC=N2)C(C)(C)C#N. Cell line: SK-MEL-5. Synergy scores: CSS=9.03, Synergy_ZIP=-2.06, Synergy_Bliss=0.785, Synergy_Loewe=-1.45, Synergy_HSA=-1.33. (4) Drug 1: C1C(C(OC1N2C=C(C(=O)NC2=O)F)CO)O. Drug 2: CCC(=C(C1=CC=CC=C1)C2=CC=C(C=C2)OCCN(C)C)C3=CC=CC=C3.C(C(=O)O)C(CC(=O)O)(C(=O)O)O. Cell line: SNB-75. Synergy scores: CSS=12.6, Synergy_ZIP=-2.84, Synergy_Bliss=2.73, Synergy_Loewe=-10.1, Synergy_HSA=2.10. (5) Drug 1: C1CN(P(=O)(OC1)NCCCl)CCCl. Drug 2: CC(C)CN1C=NC2=C1C3=CC=CC=C3N=C2N. Cell line: NCIH23. Synergy scores: CSS=6.81, Synergy_ZIP=-5.08, Synergy_Bliss=-3.52, Synergy_Loewe=-4.40, Synergy_HSA=-4.39. (6) Drug 1: C(=O)(N)NO. Drug 2: C1CCC(C(C1)N)N.C(=O)(C(=O)[O-])[O-].[Pt+4]. Cell line: DU-145. Synergy scores: CSS=32.9, Synergy_ZIP=-7.89, Synergy_Bliss=1.75, Synergy_Loewe=-27.1, Synergy_HSA=3.94. (7) Drug 1: CNC(=O)C1=CC=CC=C1SC2=CC3=C(C=C2)C(=NN3)C=CC4=CC=CC=N4. Drug 2: CC1C(C(=O)NC(C(=O)N2CCCC2C(=O)N(CC(=O)N(C(C(=O)O1)C(C)C)C)C)C(C)C)NC(=O)C3=C4C(=C(C=C3)C)OC5=C(C(=O)C(=C(C5=N4)C(=O)NC6C(OC(=O)C(N(C(=O)CN(C(=O)C7CCCN7C(=O)C(NC6=O)C(C)C)C)C)C(C)C)C)N)C. Cell line: OVCAR-4. Synergy scores: CSS=-0.258, Synergy_ZIP=1.23, Synergy_Bliss=0.763, Synergy_Loewe=0.202, Synergy_HSA=-0.390. (8) Drug 1: CC1=C(C=C(C=C1)C(=O)NC2=CC(=CC(=C2)C(F)(F)F)N3C=C(N=C3)C)NC4=NC=CC(=N4)C5=CN=CC=C5. Synergy scores: CSS=-3.17, Synergy_ZIP=1.31, Synergy_Bliss=-0.917, Synergy_Loewe=-4.52, Synergy_HSA=-4.22. Drug 2: C1=CN(C=N1)CC(O)(P(=O)(O)O)P(=O)(O)O. Cell line: UO-31. (9) Drug 1: C1CCC(C1)C(CC#N)N2C=C(C=N2)C3=C4C=CNC4=NC=N3. Drug 2: C1CN(P(=O)(OC1)NCCCl)CCCl. Cell line: EKVX. Synergy scores: CSS=3.70, Synergy_ZIP=-1.28, Synergy_Bliss=-0.264, Synergy_Loewe=-18.3, Synergy_HSA=-1.26. (10) Drug 1: CC1=C(C=C(C=C1)C(=O)NC2=CC(=CC(=C2)C(F)(F)F)N3C=C(N=C3)C)NC4=NC=CC(=N4)C5=CN=CC=C5. Drug 2: C1CNP(=O)(OC1)N(CCCl)CCCl. Cell line: COLO 205. Synergy scores: CSS=-0.755, Synergy_ZIP=-1.29, Synergy_Bliss=-5.65, Synergy_Loewe=1.10, Synergy_HSA=-8.20.